Dataset: Full USPTO retrosynthesis dataset with 1.9M reactions from patents (1976-2016). Task: Predict the reactants needed to synthesize the given product. (1) Given the product [CH2:1]([O:3][C:4]1[CH:5]=[C:6]([C:14]2[CH:19]=[C:18]([C:20]([F:21])([F:22])[F:23])[N:17]3[N:24]=[CH:25][C:26]([C:27]#[C:28][C:33]4[CH:34]=[CH:35][C:30]([NH2:29])=[N:31][CH:32]=4)=[C:16]3[N:15]=2)[CH:7]=[CH:8][C:9]=1[C:10]([F:13])([F:11])[F:12])[CH3:2], predict the reactants needed to synthesize it. The reactants are: [CH2:1]([O:3][C:4]1[CH:5]=[C:6]([C:14]2[CH:19]=[C:18]([C:20]([F:23])([F:22])[F:21])[N:17]3[N:24]=[CH:25][C:26]([C:27]#[CH:28])=[C:16]3[N:15]=2)[CH:7]=[CH:8][C:9]=1[C:10]([F:13])([F:12])[F:11])[CH3:2].[NH2:29][C:30]1[CH:35]=[CH:34][C:33](Br)=[CH:32][N:31]=1. (2) Given the product [Cl:13][C:14]1[CH:15]=[CH:16][C:17]([S:20]([N:23]2[C:27]3[CH2:28][CH:29]4[N:34]([S:35]([C:38]5[CH:39]=[CH:40][C:41]([Cl:44])=[CH:42][CH:43]=5)(=[O:37])=[O:36])[CH:33]([C:26]=3[CH:25]=[N:24]2)[CH2:32][CH:31]([C:45]#[N:46])[CH2:30]4)(=[O:22])=[O:21])=[CH:18][CH:19]=1.[Cl:48][C:49]1[CH:50]=[CH:51][C:52]([S:55]([N:58]2[CH:62]=[C:61]3[CH:63]4[N:69]([S:70]([C:73]5[CH:74]=[CH:75][C:76]([Cl:79])=[CH:77][CH:78]=5)(=[O:72])=[O:71])[CH:67]([CH2:68][C:60]3=[N:59]2)[CH2:66][CH:65]([C:80]#[N:81])[CH2:64]4)(=[O:57])=[O:56])=[CH:53][CH:54]=1, predict the reactants needed to synthesize it. The reactants are: CS(Cl)(=O)=O.C(N(CC)CC)C.[Cl:13][C:14]1[CH:19]=[CH:18][C:17]([S:20]([N:23]2[C:27]3[CH2:28][CH:29]4[N:34]([S:35]([C:38]5[CH:43]=[CH:42][C:41]([Cl:44])=[CH:40][CH:39]=5)(=[O:37])=[O:36])[CH:33]([C:26]=3[CH:25]=[N:24]2)[CH2:32][CH:31]([CH:45]=[N:46]O)[CH2:30]4)(=[O:22])=[O:21])=[CH:16][CH:15]=1.[Cl:48][C:49]1[CH:54]=[CH:53][C:52]([S:55]([N:58]2[CH2:62][C:61]3[CH:63]4[N:69]([S:70]([C:73]5[CH:78]=[CH:77][C:76]([Cl:79])=[CH:75][CH:74]=5)(=[O:72])=[O:71])[CH:67]([CH2:68][C:60]=3[NH:59]2)[CH2:66][CH:65]([CH:80]=[N:81]O)[CH2:64]4)(=[O:57])=[O:56])=[CH:51][CH:50]=1.